From a dataset of Reaction yield outcomes from USPTO patents with 853,638 reactions. Predict the reaction yield, written as a fraction of the theoretical maximum amount of product (1.0 means a 100% yield; for example, 0.34 means a 34% yield). (1) The reactants are [NH2:1][C:2]1[CH:7]=[CH:6][C:5]([C:8]2[N:13]=[C:12]([N:14]3[CH2:20][CH:19]4[O:21][CH:16]([CH2:17][CH2:18]4)[CH2:15]3)[N:11]=[C:10]([C:22]3[CH:27]=[CH:26][C:25]([NH:28][C:29]([NH:31][CH3:32])=[O:30])=[CH:24][CH:23]=3)[N:9]=2)=[CH:4][CH:3]=1.[C:33]([C:36]1[CH:37]=[C:38]([NH:42][C:43](=O)[O:44]C2C=CC=CC=2)[CH:39]=[CH:40][CH:41]=1)(=[O:35])[NH2:34]. No catalyst specified. The product is [CH3:32][NH:31][C:29]([NH:28][C:25]1[CH:26]=[CH:27][C:22]([C:10]2[N:11]=[C:12]([N:14]3[CH2:20][CH:19]4[O:21][CH:16]([CH2:17][CH2:18]4)[CH2:15]3)[N:13]=[C:8]([C:5]3[CH:4]=[CH:3][C:2]([NH:1][C:43]([NH:42][C:38]4[CH:37]=[C:36]([CH:41]=[CH:40][CH:39]=4)[C:33]([NH2:34])=[O:35])=[O:44])=[CH:7][CH:6]=3)[N:9]=2)=[CH:23][CH:24]=1)=[O:30]. The yield is 0.130. (2) The reactants are [CH3:1][C:2]1([CH3:50])[CH2:13][C:12]2[CH:11]=[C:10]3[N:5]([CH2:6][CH2:7][N:8]([C:15]4[C:20]([CH:21]=[O:22])=[C:19]([C:23]5[CH:28]=[C:27]([NH:29][C:30]6[CH:35]=[CH:34][C:33]([N:36]7[CH2:41][CH2:40][N:39]([CH:42]8[CH2:45][O:44][CH2:43]8)[CH2:38][C@@H:37]7[CH2:46][CH3:47])=[CH:32][N:31]=6)[C:26](=[O:48])[N:25]([CH3:49])[CH:24]=5)[CH:18]=[CH:17][N:16]=4)[C:9]3=[O:14])[C:4]=2[CH2:3]1.[BH4-].[Na+]. The catalyst is CO. The product is [CH2:46]([C@H:37]1[CH2:38][N:39]([CH:42]2[CH2:43][O:44][CH2:45]2)[CH2:40][CH2:41][N:36]1[C:33]1[CH:34]=[CH:35][C:30]([NH:29][C:27]2[C:26](=[O:48])[N:25]([CH3:49])[CH:24]=[C:23]([C:19]3[CH:18]=[CH:17][N:16]=[C:15]([N:8]4[CH2:7][CH2:6][N:5]5[C:4]6[CH2:3][C:2]([CH3:50])([CH3:1])[CH2:13][C:12]=6[CH:11]=[C:10]5[C:9]4=[O:14])[C:20]=3[CH2:21][OH:22])[CH:28]=2)=[N:31][CH:32]=1)[CH3:47]. The yield is 0.720. (3) The reactants are [NH2:1][C@@H:2]1[CH2:7][CH2:6][C@H:5]([NH:8][C:9]2[N:18]=[C:17]([N:19]([CH2:22]C)[CH2:20]C)[C:16]3[C:11](=[CH:12][CH:13]=[CH:14][CH:15]=3)[N:10]=2)[CH2:4][CH2:3]1.[Br:24][C:25]1[CH:30]=[CH:29][C:28]([CH2:31][CH2:32][CH2:33][CH:34]=O)=[C:27]([O:36][C:37]([F:40])([F:39])[F:38])[CH:26]=1.C(O)(=O)C.[BH3-]C#N.[Na+].[ClH:49]. The catalyst is CO.CCOC(C)=O. The product is [ClH:49].[ClH:49].[Br:24][C:25]1[CH:30]=[CH:29][C:28]([CH2:31][CH2:32][CH2:33][CH2:34][NH:1][C@@H:2]2[CH2:7][CH2:6][C@H:5]([NH:8][C:9]3[N:18]=[C:17]([N:19]([CH3:20])[CH3:22])[C:16]4[C:11](=[CH:12][CH:13]=[CH:14][CH:15]=4)[N:10]=3)[CH2:4][CH2:3]2)=[C:27]([O:36][C:37]([F:38])([F:39])[F:40])[CH:26]=1. The yield is 0.400. (4) The reactants are [Cl:1][C:2]1[CH:7]=[C:6](I)[CH:5]=[C:4]([Cl:9])[N:3]=1.[C@H:10]12[CH2:16][C@H:13]([NH:14][CH2:15]1)[CH2:12][O:11]2.C(=O)([O-])[O-].[Cs+].[Cs+].CC1(C)C2C(=C(P(C3C=CC=CC=3)C3C=CC=CC=3)C=CC=2)OC2C(P(C3C=CC=CC=3)C3C=CC=CC=3)=CC=CC1=2. The catalyst is O1CCOCC1.C1C=CC(/C=C/C(/C=C/C2C=CC=CC=2)=O)=CC=1.C1C=CC(/C=C/C(/C=C/C2C=CC=CC=2)=O)=CC=1.C1C=CC(/C=C/C(/C=C/C2C=CC=CC=2)=O)=CC=1.[Pd].[Pd]. The product is [Cl:1][C:2]1[CH:7]=[C:6]([N:14]2[CH2:15][C@@H:10]3[CH2:16][C@H:13]2[CH2:12][O:11]3)[CH:5]=[C:4]([Cl:9])[N:3]=1. The yield is 0.350. (5) The reactants are Cl.[N+:2]([C:5]1[CH:6]=[C:7]([CH:11]=[CH:12][CH:13]=1)[C:8]#[N+:9][O-:10])([O-:4])=[O:3].[CH2:14]([N:17]1[CH2:26][CH2:25][C:24]2[C:19](=[CH:20][CH:21]=[CH:22][CH:23]=2)[CH2:18]1)[C:15]#[CH:16].[OH-].[Na+]. The catalyst is C1(C)C=CC=CC=1. The product is [N+:2]([C:5]1[CH:6]=[C:7]([C:8]2[CH:16]=[C:15]([CH2:14][N:17]3[CH2:26][CH2:25][C:24]4[C:19](=[CH:20][CH:21]=[CH:22][CH:23]=4)[CH2:18]3)[O:10][N:9]=2)[CH:11]=[CH:12][CH:13]=1)([O-:4])=[O:3]. The yield is 0.680. (6) The reactants are [OH:1][C:2]1[C:3]([CH:11]2[C:19]3[C:14](=[CH:15][CH:16]=[CH:17][CH:18]=3)[N:13]([CH2:20][CH2:21][CH2:22][CH2:23][CH3:24])[C:12]2=[O:25])=[CH:4][C:5]2[O:9][CH2:8][O:7][C:6]=2[CH:10]=1.C(N(CC)CC)C.Cl[Si](C)(C)C.[CH2:38]=[O:39].FC(F)(F)S([O-])(=O)=O.[Yb+3].FC(F)(F)S([O-])(=O)=O.FC(F)(F)S([O-])(=O)=O. The catalyst is C(Cl)Cl. The product is [OH:1][C:2]1[C:3]([C:11]2([CH2:38][OH:39])[C:19]3[C:14](=[CH:15][CH:16]=[CH:17][CH:18]=3)[N:13]([CH2:20][CH2:21][CH2:22][CH2:23][CH3:24])[C:12]2=[O:25])=[CH:4][C:5]2[O:9][CH2:8][O:7][C:6]=2[CH:10]=1. The yield is 0.670. (7) The reactants are CC([O-])(C)C.[Na+].[O-]P([O-])([O-])=O.[K+].[K+].[K+].Cl[C:16]1[CH:21]=[CH:20][CH:19]=[CH:18][C:17]=1[N+:22]([O-:24])=[O:23].[CH3:25][C:26]1[CH:32]=[CH:31][CH:30]=[C:29]([CH3:33])[C:27]=1[NH2:28]. The catalyst is COCCOC.CCOCC.CCCCCCCCCCCC.C1C=CC(/C=C/C(/C=C/C2C=CC=CC=2)=O)=CC=1.C1C=CC(/C=C/C(/C=C/C2C=CC=CC=2)=O)=CC=1.C1C=CC(/C=C/C(/C=C/C2C=CC=CC=2)=O)=CC=1.[Pd].[Pd]. The product is [CH3:25][C:26]1[CH:32]=[CH:31][CH:30]=[C:29]([CH3:33])[C:27]=1[NH:28][C:16]1[CH:21]=[CH:20][CH:19]=[CH:18][C:17]=1[N+:22]([O-:24])=[O:23]. The yield is 0.910. (8) The reactants are [CH3:1][O:2][C:3]([C:5]1([CH3:19])[C:10]([C:12]2[CH:17]=[CH:16][C:15]([Cl:18])=[CH:14][CH:13]=2)([OH:11])[CH2:9][CH2:8][NH:7][CH2:6]1)=[O:4].C([O-])([O-])=O.[K+].[K+].Br[CH2:27][CH2:28][CH:29]=[C:30]1[C:36]2[CH:37]=[CH:38][CH:39]=[N:40][C:35]=2[CH2:34][O:33][C:32]2[CH:41]=[CH:42][C:43]([C:45]([OH:48])([CH3:47])[CH3:46])=[CH:44][C:31]1=2. The catalyst is C(#N)C.O. The product is [CH3:1][O:2][C:3]([C:5]1([CH3:19])[C:10]([C:12]2[CH:13]=[CH:14][C:15]([Cl:18])=[CH:16][CH:17]=2)([OH:11])[CH2:9][CH2:8][N:7]([CH2:27][CH2:28][CH:29]=[C:30]2[C:36]3[CH:37]=[CH:38][CH:39]=[N:40][C:35]=3[CH2:34][O:33][C:32]3[CH:41]=[CH:42][C:43]([C:45]([OH:48])([CH3:47])[CH3:46])=[CH:44][C:31]2=3)[CH2:6]1)=[O:4]. The yield is 0.580.